Dataset: Peptide-MHC class I binding affinity with 185,985 pairs from IEDB/IMGT. Task: Regression. Given a peptide amino acid sequence and an MHC pseudo amino acid sequence, predict their binding affinity value. This is MHC class I binding data. The peptide sequence is CEKRLLLKL. The MHC is HLA-A69:01 with pseudo-sequence HLA-A69:01. The binding affinity (normalized) is 0.0847.